Dataset: Forward reaction prediction with 1.9M reactions from USPTO patents (1976-2016). Task: Predict the product of the given reaction. (1) Given the reactants [O:1]=[S:2]1(=[O:23])[CH2:6][CH2:5][CH2:4][N:3]1[C:7]1[CH:16]=[C:15]([N:17]2[CH2:21][CH2:20][CH2:19][C:18]2=[O:22])[CH:14]=[CH:13][C:8]=1[C:9]([O:11]C)=[O:10], predict the reaction product. The product is: [O:23]=[S:2]1(=[O:1])[CH2:6][CH2:5][CH2:4][N:3]1[C:7]1[CH:16]=[C:15]([N:17]2[CH2:21][CH2:20][CH2:19][C:18]2=[O:22])[CH:14]=[CH:13][C:8]=1[C:9]([OH:11])=[O:10]. (2) Given the reactants [C:1]([O-:4])([O-])=O.[K+].[K+].Br[CH2:8][C:9]([C:11]12[CH2:20][CH:15]3[CH2:16][CH:17]([CH2:19][CH:13]([CH2:14]3)[CH2:12]1)[CH2:18]2)=[O:10].[Cl:21][C:22]1[C:27](O)=[CH:26][CH:25]=C[N:23]=1, predict the reaction product. The product is: [C:11]12([C:9](=[O:10])[CH2:8][O:4][C:1]3[CH:25]=[CH:26][CH:27]=[C:22]([Cl:21])[N:23]=3)[CH2:20][CH:15]3[CH2:16][CH:17]([CH2:19][CH:13]([CH2:14]3)[CH2:12]1)[CH2:18]2. (3) Given the reactants [CH3:1][C:2]1[N:7]=[C:6]([SH:8])[N:5]=[C:4]([OH:9])[CH:3]=1.C(=O)([O-])[O-].[K+].[K+].Br[CH2:17][C:18]1[C:19]([CH3:25])=[N:20][N:21]([CH3:24])[C:22]=1[Cl:23], predict the reaction product. The product is: [Cl:23][C:22]1[N:21]([CH3:24])[N:20]=[C:19]([CH3:25])[C:18]=1[CH2:17][S:8][C:6]1[N:5]=[C:4]([OH:9])[CH:3]=[C:2]([CH3:1])[N:7]=1. (4) Given the reactants [CH3:1][C:2]1[CH:7]=[CH:6][C:5]([CH2:8][N:9]([CH:21]2[CH2:26][CH2:25][N:24]([C:27](OC(C)(C)C)=O)[CH2:23][CH2:22]2)[C:10](=[O:20])[CH2:11][C:12]2[CH:17]=CC(OC)=[CH:14][CH:13]=2)=[CH:4][CH:3]=1.[CH3:34][C:35]([CH3:40])([CH3:39])[CH2:36]C=O.[BH4-].[C:42](OC(=O)C)(=O)C.[CH2:49]([OH:51])[CH3:50], predict the reaction product. The product is: [CH3:34][C:35]([CH3:40])([CH3:39])[CH2:36][CH2:27][N:24]1[CH2:23][CH2:22][CH:21]([N:9]([CH2:8][C:5]2[CH:4]=[CH:3][C:2]([CH3:1])=[CH:7][CH:6]=2)[C:10](=[O:20])[CH2:11][C:12]2[CH:13]=[CH:14][C:49]([O:51][CH3:42])=[CH:50][CH:17]=2)[CH2:26][CH2:25]1. (5) Given the reactants [NH2:1][C:2]1[CH:34]=[CH:33][C:5]([O:6][C:7]2[N:12]=[C:11]([CH3:13])[C:10]([CH2:14][N:15]3[CH2:20][CH2:19][CH:18]([N:21]4[C@H:25]([C:26]5[CH:31]=[CH:30][CH:29]=[CH:28][CH:27]=5)[CH2:24][O:23][C:22]4=[O:32])[CH2:17][CH2:16]3)=[CH:9][CH:8]=2)=[CH:4][CH:3]=1.[CH3:35]CN(CC)CC.[CH3:42][N:43]([CH3:48])[S:44](Cl)(=[O:46])=[O:45], predict the reaction product. The product is: [CH3:42][N:43]([CH3:48])[S:44]([NH:1][C:2]1[CH:3]=[CH:4][C:5]([O:6][C:7]2[CH:8]=[CH:9][C:10]([CH2:14][N:15]3[CH2:16][CH2:17][CH:18]([N:21]4[C@H:25]([C:26]5[CH:27]=[CH:28][CH:29]=[CH:30][CH:31]=5)[CH2:24][O:23][C:22]4=[O:32])[CH2:19][CH2:20]3)=[C:11]([CH3:13])[N:12]=2)=[CH:33][C:34]=1[CH3:35])(=[O:46])=[O:45]. (6) Given the reactants [NH2:1][C:2]1[CH:7]=[CH:6][CH:5]=[C:4]([NH2:8])[N:3]=1.[C:9](Cl)(=[O:11])[CH3:10], predict the reaction product. The product is: [NH2:8][C:4]1[N:3]=[C:2]([NH:1][C:9](=[O:11])[CH3:10])[CH:7]=[CH:6][CH:5]=1. (7) The product is: [CH2:1]([O:3][C:4]([N:6]1[CH2:7][CH2:8][CH:9]([NH:12][S:13]([C:16]2[C:25]3[C:20](=[CH:21][CH:22]=[CH:23][CH:24]=3)[C:19]([NH:26][C:44]([C:43]3[C:42]([CH3:41])=[N:50][CH:49]=[CH:48][CH:47]=3)=[O:45])=[CH:18][CH:17]=2)(=[O:15])=[O:14])[CH2:10][CH2:11]1)=[O:5])[CH3:2]. Given the reactants [CH2:1]([O:3][C:4]([N:6]1[CH2:11][CH2:10][CH:9]([NH:12][S:13]([C:16]2[C:25]3[C:20](=[CH:21][CH:22]=[CH:23][CH:24]=3)[C:19]([NH2:26])=[CH:18][CH:17]=2)(=[O:15])=[O:14])[CH2:8][CH2:7]1)=[O:5])[CH3:2].COC1C=CC(N)=CC=1.C(=O)(O)[O-].[Na+].[CH3:41][C:42]1[N:50]=[CH:49][CH:48]=[CH:47][C:43]=1[C:44](Cl)=[O:45], predict the reaction product.